This data is from Full USPTO retrosynthesis dataset with 1.9M reactions from patents (1976-2016). The task is: Predict the reactants needed to synthesize the given product. (1) Given the product [F:64][C:43]1[CH:42]=[C:41]([CH:46]=[CH:45][C:44]=1[C:47]([N:49]1[CH2:58][C:57]2[CH:56]=[N:55][N:54]([CH3:59])[C:53]=2[NH:52][C:51]2[CH:60]=[CH:61][CH:62]=[CH:63][C:50]1=2)=[O:48])[CH2:40][NH:39][C:35]([CH:32]1[CH2:31][CH2:30][N:29]([CH2:28][CH:25]2[CH2:26][CH2:27]2)[CH2:34][CH2:33]1)=[O:37], predict the reactants needed to synthesize it. The reactants are: CN(C(ON1N=NC2C=CC=CC1=2)=[N+](C)C)C.F[P-](F)(F)(F)(F)F.[CH:25]1([CH2:28][N:29]2[CH2:34][CH2:33][CH:32]([C:35]([OH:37])=O)[CH2:31][CH2:30]2)[CH2:27][CH2:26]1.Cl.[NH2:39][CH2:40][C:41]1[CH:46]=[CH:45][C:44]([C:47]([N:49]2[CH2:58][C:57]3[CH:56]=[N:55][N:54]([CH3:59])[C:53]=3[NH:52][C:51]3[CH:60]=[CH:61][CH:62]=[CH:63][C:50]2=3)=[O:48])=[C:43]([F:64])[CH:42]=1. (2) Given the product [S:1]1[C:5]2[CH:6]=[CH:7][CH:8]=[CH:9][C:4]=2[N:3]=[C:2]1[C:10]#[C:11][C:12]1[N:13]=[C:14]2[C:19]([N:20]3[CH2:25][CH2:24][O:23][CH2:22][CH2:21]3)=[N:18][CH:17]=[C:16]([C:26]3[CH:38]=[CH:37][C:29]([C:30]([OH:32])=[O:31])=[CH:28][CH:27]=3)[N:15]2[CH:39]=1, predict the reactants needed to synthesize it. The reactants are: [S:1]1[C:5]2[CH:6]=[CH:7][CH:8]=[CH:9][C:4]=2[N:3]=[C:2]1[C:10]#[C:11][C:12]1[N:13]=[C:14]2[C:19]([N:20]3[CH2:25][CH2:24][O:23][CH2:22][CH2:21]3)=[N:18][CH:17]=[C:16]([C:26]3[CH:38]=[CH:37][C:29]([C:30]([O:32]C(C)(C)C)=[O:31])=[CH:28][CH:27]=3)[N:15]2[CH:39]=1.C(O)(C(F)(F)F)=O.O. (3) Given the product [Cl:1][C:2]1[CH:6]=[CH:5][NH:4][C:3]=1[C:7]([O:9][CH2:17][C:18]1[CH:23]=[CH:22][CH:21]=[CH:20][CH:19]=1)=[O:8], predict the reactants needed to synthesize it. The reactants are: [Cl:1][C:2]1[CH:6]=[CH:5][NH:4][C:3]=1[C:7]([OH:9])=[O:8].C(N(CC)CC)C.[CH2:17](Br)[C:18]1[CH:23]=[CH:22][CH:21]=[CH:20][CH:19]=1. (4) Given the product [ClH:32].[F:1][C:2]1[CH:7]=[CH:6][C:5]([F:8])=[CH:4][C:3]=1[C@H:9]1[CH2:13][CH2:12][CH2:11][N:10]1[C:14]1[CH:19]=[CH:18][N:17]2[N:20]=[CH:21][C:22]([NH:23][C:24]([N:26]3[CH2:30][CH2:29][C@H:28]([OH:31])[CH2:27]3)=[O:25])=[C:16]2[N:15]=1, predict the reactants needed to synthesize it. The reactants are: [F:1][C:2]1[CH:7]=[CH:6][C:5]([F:8])=[CH:4][C:3]=1[C@H:9]1[CH2:13][CH2:12][CH2:11][N:10]1[C:14]1[CH:19]=[CH:18][N:17]2[N:20]=[CH:21][C:22]([NH:23][C:24]([N:26]3[CH2:30][CH2:29][C@H:28]([OH:31])[CH2:27]3)=[O:25])=[C:16]2[N:15]=1.[ClH:32]. (5) Given the product [CH3:22][O:21][CH2:20][CH2:19][N:3]1[CH2:4][CH2:5][CH2:6][C@H:7]([NH:8][C:9](=[O:15])[O:10][C:11]([CH3:12])([CH3:14])[CH3:13])[C:2]1=[O:1], predict the reactants needed to synthesize it. The reactants are: [O:1]=[C:2]1[C@@H:7]([NH:8][C:9](=[O:15])[O:10][C:11]([CH3:14])([CH3:13])[CH3:12])[CH2:6][CH2:5][CH2:4][NH:3]1.[OH-].[K+].Br[CH2:19][CH2:20][O:21][CH3:22].